Predict the reactants needed to synthesize the given product. From a dataset of Full USPTO retrosynthesis dataset with 1.9M reactions from patents (1976-2016). (1) Given the product [Br:23][C:19]1[CH:18]=[C:17]([N:16]([CH3:24])[CH3:15])[CH:22]=[CH:21][C:20]=1[CH2:25][C:8]1[CH:9]=[CH:10][C:5]([N:4]([CH2:1][CH:2]=[CH2:3])[CH2:12][CH:13]=[CH2:14])=[CH:6][C:7]=1[Br:11], predict the reactants needed to synthesize it. The reactants are: [CH2:1]([N:4]([CH2:12][CH:13]=[CH2:14])[C:5]1[CH:10]=[CH:9][CH:8]=[C:7]([Br:11])[CH:6]=1)[CH:2]=[CH2:3].[CH3:15][N:16]([CH3:24])[C:17]1[CH:22]=[CH:21][CH:20]=[C:19]([Br:23])[CH:18]=1.[CH2:25]=O.[OH-].[Na+]. (2) Given the product [F:22][C:23]1[CH:28]=[C:27]([C:2]2[N:7]=[C:6]([N:8]3[CH2:13][CH2:12][C:11]([CH3:20])([C:14]4[CH:19]=[CH:18][CH:17]=[CH:16][CH:15]=4)[O:10][C:9]3=[O:21])[CH:5]=[CH:4][N:3]=2)[CH:26]=[CH:25][CH:24]=1, predict the reactants needed to synthesize it. The reactants are: Cl[C:2]1[N:7]=[C:6]([N:8]2[CH2:13][CH2:12][C:11]([CH3:20])([C:14]3[CH:19]=[CH:18][CH:17]=[CH:16][CH:15]=3)[O:10][C:9]2=[O:21])[CH:5]=[CH:4][N:3]=1.[F:22][C:23]1[CH:24]=[C:25](B(O)O)[CH:26]=[CH:27][CH:28]=1.C([O-])([O-])=O.[K+].[K+]. (3) Given the product [NH:8]1[CH2:16][CH2:15][CH2:14][C@H:9]1[C:10]([O:12][CH3:13])=[O:11], predict the reactants needed to synthesize it. The reactants are: C(N(CC)CC)C.[NH:8]1[CH2:16][CH2:15][CH2:14][C@H:9]1[C:10]([O:12][CH3:13])=[O:11].Cl. (4) Given the product [CH3:26][O:27][C:28]([C:30]1[CH:35]=[CH:34][C:33]([CH:36]2[CH2:38][CH2:37]2)=[C:32]([NH:43][C:42]2[CH:44]=[CH:45][C:46]([Cl:48])=[CH:47][C:41]=2[Cl:40])[N:31]=1)=[O:29], predict the reactants needed to synthesize it. The reactants are: C1(P(C2CCCCC2)C2C=CC=CC=2C2C=CC=CC=2)CCCCC1.[CH3:26][O:27][C:28]([C:30]1[CH:35]=[CH:34][C:33]([CH:36]2[CH2:38][CH2:37]2)=[C:32](Cl)[N:31]=1)=[O:29].[Cl:40][C:41]1[CH:47]=[C:46]([Cl:48])[CH:45]=[CH:44][C:42]=1[NH2:43].C(=O)([O-])[O-].[K+].[K+]. (5) Given the product [ClH:33].[Br:24][C:21]1[CH:20]=[CH:19][C:18]([CH2:17][N:14]2[CH2:13][CH2:12][C:11]3([CH2:10][CH2:9][NH:8][CH2:26][CH2:25]3)[C:15]2=[O:16])=[CH:23][CH:22]=1, predict the reactants needed to synthesize it. The reactants are: C(OC([N:8]1[CH2:26][CH2:25][C:11]2([C:15](=[O:16])[N:14]([CH2:17][C:18]3[CH:23]=[CH:22][C:21]([Br:24])=[CH:20][CH:19]=3)[CH2:13][CH2:12]2)[CH2:10][CH2:9]1)=O)(C)(C)C.O1CCOCC1.[ClH:33]. (6) Given the product [C:1]1([NH2:29])[NH:2][N:3]=[C:4]2[C:13]=1[C:12]1[CH:11]=[CH:10][CH:9]=[CH:8][C:7]=1[N:6]=[CH:5]2, predict the reactants needed to synthesize it. The reactants are: [CH:1]1[C:13]2[C:4]([C:5](=O)[N:6]=[C:7]3[C:12]=2[CH:11]=[CH:10][CH:9]=[CH:8]3)=[N:3][N:2]=1.C1(P([N:29]=[N+]=[N-])(C2C=CC=CC=2)=O)C=CC=CC=1. (7) Given the product [CH3:8][C:6]1[N:7]=[C:2]([C:20]2[CH:25]=[CH:24][CH:23]=[CH:22][CH:21]=2)[C:3]2[CH2:12][CH2:11][NH:10][CH2:9][C:4]=2[N:5]=1, predict the reactants needed to synthesize it. The reactants are: Cl[C:2]1[C:3]2[CH2:12][CH2:11][N:10](C(OC(C)(C)C)=O)[CH2:9][C:4]=2[N:5]=[C:6]([CH3:8])[N:7]=1.[C:20]1(B(O)O)[CH:25]=[CH:24][CH:23]=[CH:22][CH:21]=1.C([O-])([O-])=O.[Na+].[Na+]. (8) Given the product [F:42][CH:40]([F:41])[C:32]1[N:31]([C:21]2[N:22]=[C:23]([N:25]3[CH2:26][CH2:27][O:28][CH2:29][CH2:30]3)[N:24]=[C:19]([NH:1][C:2]3[CH:7]=[N:6][CH:5]=[CH:4][N:3]=3)[N:20]=2)[C:35]2[CH:36]=[CH:37][CH:38]=[CH:39][C:34]=2[N:33]=1, predict the reactants needed to synthesize it. The reactants are: [NH2:1][C:2]1[CH:7]=[N:6][CH:5]=[CH:4][N:3]=1.C[Si]([N-][Si](C)(C)C)(C)C.[Na+].Cl[C:19]1[N:24]=[C:23]([N:25]2[CH2:30][CH2:29][O:28][CH2:27][CH2:26]2)[N:22]=[C:21]([N:31]2[C:35]3[CH:36]=[CH:37][CH:38]=[CH:39][C:34]=3[N:33]=[C:32]2[CH:40]([F:42])[F:41])[N:20]=1. (9) Given the product [Br:18][C:15]1[CH:16]=[CH:17][C:12]([CH:5]([CH:6]2[CH2:7][CH2:8][CH2:9][CH2:10][CH2:11]2)[O:32][C@@H:27]([CH2:28][CH:29]([CH3:30])[CH3:31])[C:26]([NH:25][CH2:24][C:22]#[N:23])=[O:33])=[CH:13][CH:14]=1, predict the reactants needed to synthesize it. The reactants are: ClC(Cl)(Cl)C(=N)O[CH:5]([C:12]1[CH:17]=[CH:16][C:15]([Br:18])=[CH:14][CH:13]=1)[CH:6]1[CH2:11][CH2:10][CH2:9][CH2:8][CH2:7]1.[C:22]([CH2:24][NH:25][C:26](=[O:33])[C@@H:27]([OH:32])[CH2:28][CH:29]([CH3:31])[CH3:30])#[N:23].CC1C=CC(S([O-])(=O)=O)=CC=1.C1C=C[NH+]=CC=1. (10) Given the product [CH:48]([OH:49])=[O:66].[C:1]([C:5]1[CH:9]=[C:8]([NH:10][C:11]([NH:13][C@@H:14]2[C:23]3[C:18](=[CH:19][CH:20]=[CH:21][CH:22]=3)[C@H:17]([O:24][C:25]3[CH:26]=[CH:27][C:28]4[N:29]([C:31]([N:34]5[C@H:35]([CH3:41])[CH2:36][CH2:37][CH2:38][C@@H:39]5[CH3:40])=[N:32][N:33]=4)[CH:30]=3)[CH2:16][CH2:15]2)=[O:12])[N:7]([C:42]2[CH:43]=[N:44][N:45]([CH2:47][CH2:48][N:63]3[CH2:68][CH2:67][O:66][CH2:65][CH2:64]3)[CH:46]=2)[N:6]=1)([CH3:3])([CH3:4])[CH3:2], predict the reactants needed to synthesize it. The reactants are: [C:1]([C:5]1[CH:9]=[C:8]([NH:10][C:11]([NH:13][C@@H:14]2[C:23]3[C:18](=[CH:19][CH:20]=[CH:21][CH:22]=3)[C@H:17]([O:24][C:25]3[CH:26]=[CH:27][C:28]4[N:29]([C:31]([N:34]5[C@H:39]([CH3:40])[CH2:38][CH2:37][CH2:36][C@@H:35]5[CH3:41])=[N:32][N:33]=4)[CH:30]=3)[CH2:16][CH2:15]2)=[O:12])[N:7]([C:42]2[CH:43]=[N:44][N:45]([CH2:47][CH2:48][O:49]S(C)(=O)=O)[CH:46]=2)[N:6]=1)([CH3:4])([CH3:3])[CH3:2].CCN(C(C)C)C(C)C.[NH:63]1[CH2:68][CH2:67][O:66][CH2:65][CH2:64]1.